From a dataset of Full USPTO retrosynthesis dataset with 1.9M reactions from patents (1976-2016). Predict the reactants needed to synthesize the given product. (1) Given the product [CH2:15]([O:14][C:3]1[CH:4]=[C:5]([C:6]([O:8][CH2:9][CH3:10])=[O:7])[CH:11]=[C:12]([OH:13])[C:2]=1[C:29]1[CH:30]=[CH:31][C:26]([F:25])=[CH:27][CH:28]=1)[CH3:16], predict the reactants needed to synthesize it. The reactants are: Br[C:2]1[C:12]([OH:13])=[CH:11][C:5]([C:6]([O:8][CH2:9][CH3:10])=[O:7])=[CH:4][C:3]=1[O:14][CH2:15][CH3:16].P([O-])([O-])([O-])=O.[K+].[K+].[K+].[F:25][C:26]1[CH:31]=[CH:30][C:29](B(O)O)=[CH:28][CH:27]=1.C1(P(C2CCCCC2)C2CCCCC2)CCCCC1. (2) Given the product [C:16]([O:15][C:13](=[O:14])[NH:7][CH:8]1[CH2:9][CH:10]=[CH:11][CH2:12]1)([CH3:19])([CH3:17])[CH3:18], predict the reactants needed to synthesize it. The reactants are: C(OC(=O)C([N:7]([C:13]([O:15][C:16]([CH3:19])([CH3:18])[CH3:17])=[O:14])[CH:8]1[CH2:12][CH:11]=[CH:10][CH2:9]1)=O)C.[Li+].[OH-]. (3) Given the product [CH3:1][N:2]1[CH2:3][CH2:4][N:5]([C:8]2[CH:9]=[CH:10][C:11]([C:12]([NH:35][CH2:36][CH2:37][C:38]3[CH:39]=[CH:40][C:41]([O:44][C:45](=[O:54])[N:46]([CH3:53])[C:47]4[CH:48]=[CH:49][CH:50]=[CH:51][CH:52]=4)=[CH:42][CH:43]=3)=[O:14])=[CH:15][CH:16]=2)[CH2:6][CH2:7]1.[ClH:63], predict the reactants needed to synthesize it. The reactants are: [CH3:1][N:2]1[CH2:7][CH2:6][N:5]([C:8]2[CH:16]=[CH:15][C:11]([C:12]([OH:14])=O)=[CH:10][CH:9]=2)[CH2:4][CH2:3]1.CCN=C=NCCCN(C)C.C(N(CC)CC)C.[NH2:35][CH2:36][CH2:37][C:38]1[CH:43]=[CH:42][C:41]([O:44][C:45](=[O:54])[N:46]([CH3:53])[C:47]2[CH:52]=[CH:51][CH:50]=[CH:49][CH:48]=2)=[CH:40][CH:39]=1.C(O)(C(F)(F)F)=O.C(Cl)[Cl:63]. (4) Given the product [NH2:17][CH:12]1[CH:13]([CH3:16])[CH2:14][CH2:15][N:10]([C:3]2[C:2]([Cl:1])=[CH:7][CH:6]=[CH:5][C:4]=2[CH:8]=[O:9])[CH2:11]1, predict the reactants needed to synthesize it. The reactants are: [Cl:1][C:2]1[CH:7]=[CH:6][CH:5]=[C:4]([CH:8]=[O:9])[C:3]=1[N:10]1[CH2:15][CH2:14][CH:13]([CH3:16])[CH:12]([NH:17]C(=O)OC)[CH2:11]1.[OH-].[K+]. (5) Given the product [OH-:6].[NH4+:15].[CH3:5][O:6][CH2:7][C:8]([C:11]1[CH:12]=[C:13]([C:14]2([NH2:15])[CH2:2][CH2:1]2)[CH:16]=[CH:17][CH:18]=1)([CH3:10])[CH3:9], predict the reactants needed to synthesize it. The reactants are: [CH2:1]([Mg]Br)[CH3:2].[CH3:5][O:6][CH2:7][C:8]([C:11]1[CH:12]=[C:13]([CH:16]=[CH:17][CH:18]=1)[C:14]#[N:15])([CH3:10])[CH3:9].B(F)(F)F.CCOCC.[OH-].[Na+]. (6) Given the product [CH3:1][O:2][C:3]1[N:8]=[C:7]([C:19]2[CH:20]=[C:21]([S:25]([NH:28][C:29]3[CH:34]=[CH:33][CH:32]=[CH:31][C:30]=3[S:35](=[O:36])(=[O:37])[NH2:38])(=[O:26])=[O:27])[CH:22]=[CH:23][CH:24]=2)[CH:6]=[CH:5][CH:4]=1, predict the reactants needed to synthesize it. The reactants are: [CH3:1][O:2][C:3]1[N:8]=[C:7](B2OC(C)(C)C(C)(C)O2)[CH:6]=[CH:5][CH:4]=1.Br[C:19]1[CH:20]=[C:21]([S:25]([NH:28][C:29]2[CH:34]=[CH:33][CH:32]=[CH:31][C:30]=2[S:35]([NH2:38])(=[O:37])=[O:36])(=[O:27])=[O:26])[CH:22]=[CH:23][CH:24]=1.C([O-])([O-])=O.[Na+].[Na+].O. (7) Given the product [Br:16][C:11]1[CH:10]=[C:9]([CH:13]=[O:14])[N:8]([C:7]2[C:2]([Cl:1])=[CH:3][N:4]=[CH:5][C:6]=2[Cl:15])[CH:12]=1, predict the reactants needed to synthesize it. The reactants are: [Cl:1][C:2]1[CH:3]=[N:4][CH:5]=[C:6]([Cl:15])[C:7]=1[N:8]1[CH:12]=[CH:11][CH:10]=[C:9]1[CH:13]=[O:14].[Br:16]N1C(=O)CCC1=O.O. (8) Given the product [CH3:33][C:32]1[CH:31]=[C:30]([CH3:34])[CH:29]=[C:28]([CH3:35])[C:27]=1[NH:24][C:25]([NH:1][C:2]1[C:3]([C:12]([NH:14][C@H:15]([C:20]([O:22][CH3:23])=[O:21])[CH2:16][CH2:17][CH2:18][CH3:19])=[O:13])=[CH:4][C:5]2[C:10]([CH:11]=1)=[CH:9][CH:8]=[CH:7][CH:6]=2)=[O:26], predict the reactants needed to synthesize it. The reactants are: [NH2:1][C:2]1[C:3]([C:12]([NH:14][C@H:15]([C:20]([O:22][CH3:23])=[O:21])[CH2:16][CH2:17][CH2:18][CH3:19])=[O:13])=[CH:4][C:5]2[C:10]([CH:11]=1)=[CH:9][CH:8]=[CH:7][CH:6]=2.[N:24]([C:27]1[C:32]([CH3:33])=[CH:31][C:30]([CH3:34])=[CH:29][C:28]=1[CH3:35])=[C:25]=[O:26]. (9) Given the product [F:18][C:19]1[CH:24]=[CH:23][C:22]([CH:25]2[CH2:34][CH2:33][C:32]3[C:27](=[CH:28][CH:29]=[C:30]([O:35][C:36]4[N:41]=[CH:40][C:39]([NH:42][C:13](=[O:15])[C:12]5[CH:11]=[CH:10][C:9]([CH2:8][N:5]6[CH2:4][CH2:3][N:2]([CH3:1])[CH2:7][CH2:6]6)=[CH:17][CH:16]=5)=[CH:38][CH:37]=4)[CH:31]=3)[O:26]2)=[CH:21][CH:20]=1, predict the reactants needed to synthesize it. The reactants are: [CH3:1][N:2]1[CH2:7][CH2:6][N:5]([CH2:8][C:9]2[CH:17]=[CH:16][C:12]([C:13]([OH:15])=O)=[CH:11][CH:10]=2)[CH2:4][CH2:3]1.[F:18][C:19]1[CH:24]=[CH:23][C:22]([CH:25]2[CH2:34][CH2:33][C:32]3[C:27](=[CH:28][CH:29]=[C:30]([O:35][C:36]4[N:41]=[CH:40][C:39]([NH2:42])=[CH:38][CH:37]=4)[CH:31]=3)[O:26]2)=[CH:21][CH:20]=1.Cl.CN(C)CCCN=C=NCC.